This data is from Catalyst prediction with 721,799 reactions and 888 catalyst types from USPTO. The task is: Predict which catalyst facilitates the given reaction. (1) Reactant: Cl[CH2:2][CH2:3][CH2:4][O:5][C:6]1[CH:11]=[CH:10][C:9]([C:12]2[N:13]3[C:17]([N:18]=[C:19]4[CH2:25][CH2:24][CH2:23][CH2:22][CH2:21][C:20]=24)=[CH:16][CH:15]=[N:14]3)=[CH:8][CH:7]=1.[CH3:26][CH:27]1[CH2:31][CH2:30][CH2:29][NH:28]1.C([O-])([O-])=O.[K+].[K+]. Product: [CH3:26][CH:27]1[CH2:31][CH2:30][CH2:29][N:28]1[CH2:2][CH2:3][CH2:4][O:5][C:6]1[CH:11]=[CH:10][C:9]([C:12]2[N:13]3[C:17]([N:18]=[C:19]4[CH2:25][CH2:24][CH2:23][CH2:22][CH2:21][C:20]=24)=[CH:16][CH:15]=[N:14]3)=[CH:8][CH:7]=1. The catalyst class is: 31. (2) Reactant: [Cl:1]CCl.C(OC(=O)[N:10]([CH:21]1[CH2:28][CH:27]2[CH:23]([CH2:24][C:25]([CH2:30][CH2:31][CH2:32][CH3:33])([OH:29])[CH2:26]2)[CH2:22]1)[CH2:11][C:12]([N:14]1[CH2:18][CH2:17][CH2:16][CH:15]1[C:19]#[N:20])=[O:13])(C)(C)C.Cl. Product: [ClH:1].[CH2:30]([C:25]1([OH:29])[CH2:26][CH:27]2[CH:23]([CH2:22][CH:21]([NH:10][CH2:11][C:12]([N:14]3[CH2:18][CH2:17][CH2:16][CH:15]3[C:19]#[N:20])=[O:13])[CH2:28]2)[CH2:24]1)[CH2:31][CH2:32][CH3:33]. The catalyst class is: 28. (3) Reactant: [Cl:1][C:2]1[CH:3]=[C:4]([C:10]2([C:26]([F:29])([F:28])[F:27])[O:14][N:13]=[C:12]([C:15]3[CH:24]=[CH:23][C:18]([C:19]([O:21]C)=[O:20])=[C:17]([CH3:25])[CH:16]=3)[CH2:11]2)[CH:5]=[C:6]([Cl:9])[C:7]=1[Cl:8].[OH-].[Na+].Cl. Product: [Cl:1][C:2]1[CH:3]=[C:4]([C:10]2([C:26]([F:28])([F:29])[F:27])[O:14][N:13]=[C:12]([C:15]3[CH:24]=[CH:23][C:18]([C:19]([OH:21])=[O:20])=[C:17]([CH3:25])[CH:16]=3)[CH2:11]2)[CH:5]=[C:6]([Cl:9])[C:7]=1[Cl:8]. The catalyst class is: 278. (4) Reactant: [C:1]([NH:7][C:8]1[NH:9][C:10](=[O:19])[C:11]2[CH:17]=[C:16](Br)[CH:15]=[N:14][C:12]=2[N:13]=1)(=[O:6])[C:2]([CH3:5])([CH3:4])[CH3:3].O.[CH3:21][O:22][C:23]1[CH:24]=[C:25](B(O)O)[CH:26]=[CH:27][C:28]=1[O:29][CH3:30].C([O-])([O-])=O.[K+].[K+]. Product: [C:1]([NH:7][C:8]1[NH:9][C:10](=[O:19])[C:11]2[CH:17]=[C:16]([C:26]3[CH:25]=[CH:24][C:23]([O:22][CH3:21])=[C:28]([O:29][CH3:30])[CH:27]=3)[CH:15]=[N:14][C:12]=2[N:13]=1)(=[O:6])[C:2]([CH3:5])([CH3:4])[CH3:3]. The catalyst class is: 77.